The task is: Regression. Given a peptide amino acid sequence and an MHC pseudo amino acid sequence, predict their binding affinity value. This is MHC class I binding data.. This data is from Peptide-MHC class I binding affinity with 185,985 pairs from IEDB/IMGT. The peptide sequence is DTVLEEMNL. The MHC is HLA-A26:01 with pseudo-sequence HLA-A26:01. The binding affinity (normalized) is 0.146.